Dataset: Forward reaction prediction with 1.9M reactions from USPTO patents (1976-2016). Task: Predict the product of the given reaction. (1) Given the reactants [NH2:1][C:2]1[CH:9]=[CH:8][C:7]([O:10][CH:11]([CH3:13])[CH3:12])=[CH:6][C:3]=1[C:4]#[N:5].[N:14]([O-])=O.[Na+], predict the reaction product. The product is: [CH:11]([O:10][C:7]1[CH:6]=[C:3]2[C:2](=[CH:9][CH:8]=1)[NH:1][N:5]=[C:4]2[NH2:14])([CH3:13])[CH3:12]. (2) The product is: [NH2:14][C:13]1[C:9]2[C:8](=[O:15])[N:7]([C:16]3[CH:21]=[CH:20][CH:19]=[CH:18][C:17]=3[Cl:22])[C:6]([CH2:5][OH:23])=[CH:11][C:10]=2[NH:25][N:24]=1. Given the reactants C(O[CH2:5][C:6]1[N:7]([C:16]2[CH:21]=[CH:20][CH:19]=[CH:18][C:17]=2[Cl:22])[C:8](=[O:15])[C:9]([C:13]#[N:14])=[C:10](Cl)[CH:11]=1)(=O)C.[OH2:23].[NH2:24][NH2:25], predict the reaction product. (3) Given the reactants [NH2:1][C@H:2]([C:7]([NH2:9])=[O:8])[CH2:3][CH2:4][CH2:5][CH3:6].[Cl:10][C:11]1[CH:12]=[C:13]([NH:18][CH:19]([C:21](O)=[O:22])[CH3:20])[CH:14]=[CH:15][C:16]=1[Cl:17], predict the reaction product. The product is: [Cl:10][C:11]1[CH:12]=[C:13]([NH:18][C@H:19]([C:21]([NH:9][C:7](=[O:8])[C@@H:2]([NH2:1])[CH2:3][CH2:4][CH2:5][CH3:6])=[O:22])[CH3:20])[CH:14]=[CH:15][C:16]=1[Cl:17]. (4) Given the reactants [C:1]1([C:7]2[O:11][N:10]=[C:9]([CH:12]=[O:13])[CH:8]=2)[CH:6]=[CH:5][CH:4]=[CH:3][CH:2]=1.[CH3:14][O:15][C:16]1[CH:17]=[C:18]([Mg]Br)[CH:19]=[C:20]([O:24][CH3:25])[C:21]=1[O:22][CH3:23], predict the reaction product. The product is: [C:1]1([C:7]2[O:11][N:10]=[C:9]([CH:12]([C:18]3[CH:19]=[C:20]([O:24][CH3:25])[C:21]([O:22][CH3:23])=[C:16]([O:15][CH3:14])[CH:17]=3)[OH:13])[CH:8]=2)[CH:2]=[CH:3][CH:4]=[CH:5][CH:6]=1. (5) Given the reactants [CH2:1]([N:4]1[CH2:10][C:9]2[CH:11]=[CH:12][CH:13]=[CH:14][C:8]=2[N:7]([C:15]([C:17]2[CH:22]=[CH:21][C:20]([NH:23][C:24]([C:26]3[C:27]([C:32]4[CH:37]=[CH:36][CH:35]=[CH:34][CH:33]=4)=[CH:28][CH:29]=[CH:30][CH:31]=3)=[O:25])=[CH:19][C:18]=2[Cl:38])=[O:16])[CH2:6][C@H:5]1[CH2:39][OH:40])[CH:2]=C.CC([O-])=[O:43].[Na+], predict the reaction product. The product is: [Cl:38][C:18]1[CH:19]=[C:20]([NH:23][C:24]([C:26]2[C:27]([C:32]3[CH:37]=[CH:36][CH:35]=[CH:34][CH:33]=3)=[CH:28][CH:29]=[CH:30][CH:31]=2)=[O:25])[CH:21]=[CH:22][C:17]=1[C:15]([N:7]1[C:8]2[CH:14]=[CH:13][CH:12]=[CH:11][C:9]=2[CH2:10][N:4]2[CH2:1][C@@H:2]([OH:43])[O:40][CH2:39][CH:5]2[CH2:6]1)=[O:16]. (6) Given the reactants [F:1][C:2]1[CH:3]=[C:4]2[C:9](=[CH:10][CH:11]=1)[C:8](=[O:12])[NH:7][CH2:6][CH2:5]2.ClC1C(=O)C(C#N)=C(C#N)C(=O)C=1Cl, predict the reaction product. The product is: [F:1][C:2]1[CH:3]=[C:4]2[C:9](=[CH:10][CH:11]=1)[C:8](=[O:12])[NH:7][CH:6]=[CH:5]2. (7) Given the reactants [CH2:1]([O:3][C:4]([N:6]1[CH2:11][CH2:10][N:9]([C:12]([C:14]2[NH:15][C:16]3[C:21]([CH:22]=2)=[CH:20][C:19]([C:23]([N:25]2[CH2:30][CH2:29][N:28]([CH:31]([CH3:33])[CH3:32])[CH2:27][CH2:26]2)=[O:24])=[CH:18][CH:17]=3)=[O:13])[CH2:8][CH2:7]1)=[O:5])[CH3:2].[Cl:34][C:35]1[CH:40]=[C:39](B(O)O)[CH:38]=[CH:37][N:36]=1, predict the reaction product. The product is: [CH2:1]([O:3][C:4]([N:6]1[CH2:7][CH2:8][N:9]([C:12]([C:14]2[N:15]([C:39]3[CH:38]=[CH:37][N:36]=[C:35]([Cl:34])[CH:40]=3)[C:16]3[C:21]([CH:22]=2)=[CH:20][C:19]([C:23]([N:25]2[CH2:30][CH2:29][N:28]([CH:31]([CH3:32])[CH3:33])[CH2:27][CH2:26]2)=[O:24])=[CH:18][CH:17]=3)=[O:13])[CH2:10][CH2:11]1)=[O:5])[CH3:2].